From a dataset of Reaction yield outcomes from USPTO patents with 853,638 reactions. Predict the reaction yield, written as a fraction of the theoretical maximum amount of product (1.0 means a 100% yield; for example, 0.34 means a 34% yield). The catalyst is CN(C=O)C.O. The yield is 0.923. The product is [Cl:16][C:17]1[C:18]([OH:24])=[CH:19][C:20]2[O:21][C:20]3[C:22](=[CH:23][C:17]([Cl:16])=[C:18]([OH:24])[CH:19]=3)[C:11]3([C:6]4[C:7](=[C:2]([Cl:1])[C:3]([Cl:15])=[C:4]([Cl:14])[C:5]=4[Cl:13])[C:8](=[O:9])[O:10]3)[C:22]=2[CH:23]=1. The reactants are [Cl:1][C:2]1[C:3]([Cl:15])=[C:4]([Cl:14])[C:5]([Cl:13])=[C:6]2[C:11](=O)[O:10][C:8](=[O:9])[C:7]=12.[Cl:16][C:17]1[CH:23]=[CH:22][C:20]([OH:21])=[CH:19][C:18]=1[OH:24].